Dataset: Forward reaction prediction with 1.9M reactions from USPTO patents (1976-2016). Task: Predict the product of the given reaction. (1) Given the reactants C(OC([N:8]1[CH2:12][CH2:11][CH2:10][CH:9]1[CH2:13][N:14]1[C:18]2=[N:19][CH:20]=[N:21][C:22]([NH2:23])=[C:17]2[C:16]([C:24]2[CH:29]=[CH:28][C:27]([O:30][C:31]3[CH:36]=[CH:35][CH:34]=[C:33]([F:37])[C:32]=3[F:38])=[CH:26][CH:25]=2)=[N:15]1)=O)(C)(C)C.[F:39][C:40]([F:45])([F:44])[C:41]([OH:43])=[O:42], predict the reaction product. The product is: [F:39][C:40]([F:45])([F:44])[C:41]([OH:43])=[O:42].[F:39][C:40]([F:45])([F:44])[C:41]([OH:43])=[O:42].[F:38][C:32]1[C:33]([F:37])=[CH:34][CH:35]=[CH:36][C:31]=1[O:30][C:27]1[CH:26]=[CH:25][C:24]([C:16]2[C:17]3[C:18](=[N:19][CH:20]=[N:21][C:22]=3[NH2:23])[N:14]([CH2:13][C@H:9]3[CH2:10][CH2:11][CH2:12][NH:8]3)[N:15]=2)=[CH:29][CH:28]=1. (2) Given the reactants [Cl:1][C:2]1[CH:3]=[C:4]2[C:8](=[CH:9][CH:10]=1)[N:7]([CH2:11][C:12]([OH:14])=[O:13])[C:6]([CH3:15])=[C:5]2[C:16]1[CH:17]=[CH:18][CH:19]=[C:20]2[C:25]=1N=CC=C2.[NH:26]1C2C(=CC(B(O)O)=CC=2)[CH:28]=[CH:27]1.C(=O)([O-])[O-].[K+].[K+].[C:44]1(C)C=CC=C[C:45]=1P(C1C=CC=CC=1C)C1C=CC=CC=1C, predict the reaction product. The product is: [Cl:1][C:2]1[CH:3]=[C:4]2[C:8](=[CH:9][CH:10]=1)[N:7]([CH2:11][C:12]([O:14][CH2:44][CH3:45])=[O:13])[CH:6]([CH3:15])[C:5]2=[C:16]1[CH:17]=[CH:18][C:19]2[C:20]([CH:28]=[CH:27][N:26]=2)=[CH:25]1. (3) Given the reactants [O:1]([C:8]1[CH:13]=[CH:12][C:11]([NH:14][C:15]([NH2:17])=[S:16])=[CH:10][CH:9]=1)[C:2]1[CH:7]=[CH:6][CH:5]=[CH:4][CH:3]=1.[I:18][CH2:19][CH3:20], predict the reaction product. The product is: [IH:18].[CH2:19]([S:16][C:15](=[NH:17])[NH:14][C:11]1[CH:12]=[CH:13][C:8]([O:1][C:2]2[CH:3]=[CH:4][CH:5]=[CH:6][CH:7]=2)=[CH:9][CH:10]=1)[CH3:20].